From a dataset of Full USPTO retrosynthesis dataset with 1.9M reactions from patents (1976-2016). Predict the reactants needed to synthesize the given product. (1) Given the product [O-:26][S:23]([C:22]([F:35])([F:34])[F:21])(=[O:25])=[O:24].[Br:10][CH2:9][S+:7]([C:1]1[CH:6]=[CH:5][CH:4]=[CH:3][CH:2]=1)[C:17]1[CH:16]=[C:15]([CH3:18])[C:14]([CH3:19])=[C:13]([CH3:20])[C:12]=1[CH3:11], predict the reactants needed to synthesize it. The reactants are: [C:1]1([S:7]([CH2:9][Br:10])=O)[CH:6]=[CH:5][CH:4]=[CH:3][CH:2]=1.[CH3:11][C:12]1[CH:17]=[CH:16][C:15]([CH3:18])=[C:14]([CH3:19])[C:13]=1[CH3:20].[F:21][C:22]([F:35])([F:34])[S:23]([O:26]S(C(F)(F)F)(=O)=O)(=[O:25])=[O:24]. (2) Given the product [Cl:18][CH2:13][N:10]1[CH:11]=[N:12][C:8]([C:2]([F:15])([F:1])[CH2:3][C:4]([F:7])([F:6])[F:5])=[N:9]1, predict the reactants needed to synthesize it. The reactants are: [F:1][C:2]([F:15])([C:8]1[N:12]=[CH:11][N:10]([CH2:13]O)[N:9]=1)[CH2:3][C:4]([F:7])([F:6])[F:5].S(Cl)([Cl:18])=O. (3) Given the product [F:29][C:30]([F:35])([F:34])[C:31]([OH:33])=[O:32].[F:28][C:25]1[CH:26]=[CH:27][C:22]([O:21][C:17]2[CH:18]=[CH:19][CH:20]=[C:15]([CH:14]=[C:11]3[CH2:10][CH2:9][NH:8][CH2:13][CH2:12]3)[CH:16]=2)=[N:23][CH:24]=1, predict the reactants needed to synthesize it. The reactants are: C(OC([N:8]1[CH2:13][CH2:12][C:11](=[CH:14][C:15]2[CH:20]=[CH:19][CH:18]=[C:17]([O:21][C:22]3[CH:27]=[CH:26][C:25]([F:28])=[CH:24][N:23]=3)[CH:16]=2)[CH2:10][CH2:9]1)=O)(C)(C)C.[F:29][C:30]([F:35])([F:34])[C:31]([OH:33])=[O:32]. (4) Given the product [Cl:1][C:2]1[S:6][C:5]([C:7]2[N:11]([C:12]3[CH:17]=[CH:16][C:15]([Cl:18])=[CH:14][C:13]=3[Cl:19])[N:10]=[C:9]([C:20](=[O:21])[CH2:30][C:29]([N:28]([CH2:24][CH:25]([CH3:27])[CH3:26])[CH2:32][CH:33]([CH3:35])[CH3:34])=[O:31])[C:8]=2[CH3:23])=[CH:4][CH:3]=1, predict the reactants needed to synthesize it. The reactants are: [Cl:1][C:2]1[S:6][C:5]([C:7]2[N:11]([C:12]3[CH:17]=[CH:16][C:15]([Cl:18])=[CH:14][C:13]=3[Cl:19])[N:10]=[C:9]([C:20](Cl)=[O:21])[C:8]=2[CH3:23])=[CH:4][CH:3]=1.[CH2:24]([N:28]([CH2:32][CH:33]([CH3:35])[CH3:34])[C:29](=[O:31])[CH3:30])[CH:25]([CH3:27])[CH3:26].C[Si]([N-][Si](C)(C)C)(C)C.[Li+]. (5) Given the product [F:41][C:40]([F:43])([F:42])[C:38]([OH:44])=[O:39].[F:29][C:23]1[CH:24]=[CH:25][CH:26]=[C:27]([F:28])[C:22]=1[NH:21][C:20]([C@@H:12]1[C:13]2[C:18](=[CH:17][CH:16]=[CH:15][CH:14]=2)[CH2:19][N:11]1[C:9](=[O:10])[C@@H:8]([NH2:7])[CH:31]1[CH2:32][CH2:33][CH2:34][CH2:35][CH2:36]1)=[O:30], predict the reactants needed to synthesize it. The reactants are: C(OC(=O)[NH:7][C@@H:8]([CH:31]1[CH2:36][CH2:35][CH2:34][CH2:33][CH2:32]1)[C:9]([N:11]1[CH2:19][C:18]2[C:13](=[CH:14][CH:15]=[CH:16][CH:17]=2)[C@H:12]1[C:20](=[O:30])[NH:21][C:22]1[C:27]([F:28])=[CH:26][CH:25]=[CH:24][C:23]=1[F:29])=[O:10])(C)(C)C.[C:38]([OH:44])([C:40]([F:43])([F:42])[F:41])=[O:39]. (6) Given the product [CH2:1]([C:3]1[C:8](=[O:9])[NH:7][C:6]([CH3:10])=[C:5]([C:11]2[S:15][C:14]([S:16]([N:24]3[CH2:25][CH2:26][CH2:27][CH:22]([CH2:21][OH:20])[CH2:23]3)(=[O:18])=[O:17])=[CH:13][CH:12]=2)[CH:4]=1)[CH3:2], predict the reactants needed to synthesize it. The reactants are: [CH2:1]([C:3]1[C:8](=[O:9])[NH:7][C:6]([CH3:10])=[C:5]([C:11]2[S:15][C:14]([S:16](Cl)(=[O:18])=[O:17])=[CH:13][CH:12]=2)[CH:4]=1)[CH3:2].[OH:20][CH2:21][CH:22]1[CH2:27][CH2:26][CH2:25][NH:24][CH2:23]1.